From a dataset of Peptide-MHC class I binding affinity with 185,985 pairs from IEDB/IMGT. Regression. Given a peptide amino acid sequence and an MHC pseudo amino acid sequence, predict their binding affinity value. This is MHC class I binding data. The peptide sequence is FVRELLTEV. The MHC is HLA-C03:03 with pseudo-sequence HLA-C03:03. The binding affinity (normalized) is 0.0847.